From a dataset of Peptide-MHC class I binding affinity with 185,985 pairs from IEDB/IMGT. Regression. Given a peptide amino acid sequence and an MHC pseudo amino acid sequence, predict their binding affinity value. This is MHC class I binding data. (1) The peptide sequence is GLPVEYLQVPS. The MHC is HLA-B08:01 with pseudo-sequence HLA-B08:01. The binding affinity (normalized) is 0. (2) The peptide sequence is LQAGFFLLTR. The MHC is HLA-A68:02 with pseudo-sequence HLA-A68:02. The binding affinity (normalized) is 0. (3) The peptide sequence is NMINKLYGY. The MHC is HLA-A03:01 with pseudo-sequence HLA-A03:01. The binding affinity (normalized) is 0.275. (4) The peptide sequence is RVSAEEYVEI. The MHC is Patr-B0101 with pseudo-sequence Patr-B0101. The binding affinity (normalized) is 0.510. (5) The peptide sequence is VSRDFDDVY. The MHC is HLA-A69:01 with pseudo-sequence HLA-A69:01. The binding affinity (normalized) is 0.0847. (6) The peptide sequence is DPQNAAVNV. The MHC is HLA-B51:01 with pseudo-sequence HLA-B51:01. The binding affinity (normalized) is 0.341.